Dataset: Peptide-MHC class I binding affinity with 185,985 pairs from IEDB/IMGT. Task: Regression. Given a peptide amino acid sequence and an MHC pseudo amino acid sequence, predict their binding affinity value. This is MHC class I binding data. (1) The peptide sequence is TMLRNSELCH. The MHC is HLA-A11:01 with pseudo-sequence HLA-A11:01. The binding affinity (normalized) is 0. (2) The peptide sequence is ETVNFVPNY. The MHC is HLA-A26:01 with pseudo-sequence HLA-A26:01. The binding affinity (normalized) is 0.842.